The task is: Predict the product of the given reaction.. This data is from Forward reaction prediction with 1.9M reactions from USPTO patents (1976-2016). (1) Given the reactants [F:1][C:2]([F:19])([F:18])[C:3]([N:5]1[CH2:11][CH2:10][C:9]2[CH:12]=[CH:13][C:14]([CH:16]=O)=[CH:15][C:8]=2[CH2:7][CH2:6]1)=[O:4].Cl.[NH2:21][OH:22], predict the reaction product. The product is: [F:1][C:2]([F:19])([F:18])[C:3]([N:5]1[CH2:11][CH2:10][C:9]2[CH:12]=[CH:13][C:14]([CH:16]=[N:21][OH:22])=[CH:15][C:8]=2[CH2:7][CH2:6]1)=[O:4]. (2) The product is: [Cl:1][C:2]1[CH:3]=[CH:4][C:5]([CH2:6][N:7]2[C:12]([S:13][CH2:14][CH3:15])=[N:11][C:10](=[O:16])[N:9]([CH2:28][CH2:29][S:30]([OH:33])(=[O:32])=[O:31])[C:8]2=[O:17])=[CH:18][CH:19]=1. Given the reactants [Cl:1][C:2]1[CH:19]=[CH:18][C:5]([CH2:6][N:7]2[C:12]([S:13][CH2:14][CH3:15])=[N:11][C:10](=[O:16])[NH:9][C:8]2=[O:17])=[CH:4][CH:3]=1.C(=O)([O-])[O-].[Cs+].[Cs+].[Na].Br[CH2:28][CH2:29][S:30]([OH:33])(=[O:32])=[O:31].Cl, predict the reaction product. (3) Given the reactants [NH2:1][C:2]1[C:9](I)=[CH:8][C:5]([C:6]#[N:7])=[C:4]([C:11]([F:14])([F:13])[F:12])[CH:3]=1.[C:15](=O)([O-])[O-].[K+].[K+].CB1OB(C)OB(C)O1, predict the reaction product. The product is: [NH2:1][C:2]1[C:9]([CH3:15])=[CH:8][C:5]([C:6]#[N:7])=[C:4]([C:11]([F:14])([F:13])[F:12])[CH:3]=1. (4) Given the reactants [CH2:1]([O:3][C:4]([N:6]1[CH2:11][CH2:10][CH:9]([C:12]2[C:20]3[C:15](=[CH:16][CH:17]=[C:18]([O:21][CH3:22])[CH:19]=3)[NH:14][CH:13]=2)[CH2:8][CH2:7]1)=[O:5])[CH3:2].CS(O[CH2:28][CH2:29][C:30]1[CH:34]=[CH:33][S:32][CH:31]=1)(=O)=O, predict the reaction product. The product is: [CH2:1]([O:3][C:4]([N:6]1[CH2:11][CH2:10][CH:9]([C:12]2[C:20]3[C:15](=[CH:16][CH:17]=[C:18]([O:21][CH3:22])[CH:19]=3)[N:14]([CH2:28][CH2:29][C:30]3[CH:34]=[CH:33][S:32][CH:31]=3)[CH:13]=2)[CH2:8][CH2:7]1)=[O:5])[CH3:2]. (5) Given the reactants [CH2:1]([Li])[CH2:2][CH2:3]C.C(NC(C)C)(C)C.[CH2:13]([O:15][C:16]([CH:18]1[CH2:23][CH2:22][N:21]([C:24]([O:26][C:27]([CH3:30])([CH3:29])[CH3:28])=[O:25])[CH2:20][CH2:19]1)=[O:17])[CH3:14].C(Br)C=C.[Cl-].[NH4+], predict the reaction product. The product is: [CH2:13]([O:15][C:16]([C:18]1([CH2:3][CH:2]=[CH2:1])[CH2:23][CH2:22][N:21]([C:24]([O:26][C:27]([CH3:29])([CH3:28])[CH3:30])=[O:25])[CH2:20][CH2:19]1)=[O:17])[CH3:14]. (6) Given the reactants [Cl:1][C:2]1[C:3]([NH:29][C@H:30]2[CH2:34][CH2:33][CH2:32][C@H:31]2[C:35]([O:37]C)=[O:36])=[N:4][CH:5]=[C:6]([C:8]2[N:12]=[C:11]([C:13]3[CH:18]=[CH:17][C:16]([C:19]4[CH:24]=[CH:23][CH:22]=[CH:21][C:20]=4[CH3:25])=[C:15]([CH2:26][O:27][CH3:28])[CH:14]=3)[O:10][N:9]=2)[CH:7]=1.Cl, predict the reaction product. The product is: [Cl:1][C:2]1[C:3]([NH:29][C@H:30]2[CH2:34][CH2:33][CH2:32][C@H:31]2[C:35]([OH:37])=[O:36])=[N:4][CH:5]=[C:6]([C:8]2[N:12]=[C:11]([C:13]3[CH:18]=[CH:17][C:16]([C:19]4[CH:24]=[CH:23][CH:22]=[CH:21][C:20]=4[CH3:25])=[C:15]([CH2:26][O:27][CH3:28])[CH:14]=3)[O:10][N:9]=2)[CH:7]=1.